This data is from Catalyst prediction with 721,799 reactions and 888 catalyst types from USPTO. The task is: Predict which catalyst facilitates the given reaction. (1) Reactant: Cl.[CH2:2]([C:4]1[S:24][C:7]2[N:8]=[C:9]([S:18][CH2:19][C:20]([O:22][CH3:23])=[O:21])[N:10]=[C:11]([N:12]3[CH2:17][CH2:16][NH:15][CH2:14][CH2:13]3)[C:6]=2[CH:5]=1)[CH3:3].C(N(C(C)C)CC)(C)C.[NH:34]1[C:42]2[C:37](=[CH:38][CH:39]=[C:40]([C:43](O)=[O:44])[CH:41]=2)[CH:36]=[CH:35]1.CN(C(ON1N=NC2C=CC=NC1=2)=[N+](C)C)C.F[P-](F)(F)(F)(F)F. Product: [CH2:2]([C:4]1[S:24][C:7]2[N:8]=[C:9]([S:18][CH2:19][C:20]([O:22][CH3:23])=[O:21])[N:10]=[C:11]([N:12]3[CH2:17][CH2:16][N:15]([C:43]([C:40]4[CH:41]=[C:42]5[C:37]([CH:36]=[CH:35][NH:34]5)=[CH:38][CH:39]=4)=[O:44])[CH2:14][CH2:13]3)[C:6]=2[CH:5]=1)[CH3:3]. The catalyst class is: 3. (2) Reactant: [O-]P([O-])([O-])=O.[K+].[K+].[K+].[CH2:9]([O:11][C:12]([C:14]1[NH:15][C:16]2[C:21]([CH:22]=1)=[CH:20][C:19]([O:23][CH2:24][C:25]1[CH:30]=[CH:29][CH:28]=[CH:27][CH:26]=1)=[CH:18][CH:17]=2)=[O:13])[CH3:10].[CH:31]([O:34][C:35]1[CH:40]=[CH:39][C:38](Br)=[CH:37][CH:36]=1)([CH3:33])[CH3:32].CNCCNC. The catalyst class is: 432. Product: [CH2:9]([O:11][C:12]([C:14]1[N:15]([C:38]2[CH:39]=[CH:40][C:35]([O:34][CH:31]([CH3:33])[CH3:32])=[CH:36][CH:37]=2)[C:16]2[C:21]([CH:22]=1)=[CH:20][C:19]([O:23][CH2:24][C:25]1[CH:30]=[CH:29][CH:28]=[CH:27][CH:26]=1)=[CH:18][CH:17]=2)=[O:13])[CH3:10]. (3) Reactant: [Br:1][C:2]1[CH:7]=[C:6]([O:8][CH3:9])[CH:5]=[C:4]([Br:10])[C:3]=1N.S(=O)(=O)(O)O.O[PH2]=O.N([O-])=O.[Na+]. Product: [Br:1][C:2]1[CH:7]=[C:6]([O:8][CH3:9])[CH:5]=[C:4]([Br:10])[CH:3]=1. The catalyst class is: 11. (4) Reactant: [CH3:1][O:2][C:3]1[CH:4]=[C:5]([C:11]2[C@@H:20]3[C@@H:15]([CH2:16][CH2:17][CH2:18][CH2:19]3)[C:14](=[O:21])[N:13]([CH:22]3[CH2:27][CH2:26][N:25]([C:28](=[O:42])[C@H:29]([NH:34]C(=O)OC(C)(C)C)[C:30]([CH3:33])([CH3:32])[CH3:31])[CH2:24][CH2:23]3)[N:12]=2)[CH:6]=[CH:7][C:8]=1[O:9][CH3:10]. Product: [NH2:34][C@H:29]([C:30]([CH3:33])([CH3:32])[CH3:31])[C:28]([N:25]1[CH2:24][CH2:23][CH:22]([N:13]2[N:12]=[C:11]([C:5]3[CH:6]=[CH:7][C:8]([O:9][CH3:10])=[C:3]([O:2][CH3:1])[CH:4]=3)[C@@H:20]3[C@@H:15]([CH2:16][CH2:17][CH2:18][CH2:19]3)[C:14]2=[O:21])[CH2:27][CH2:26]1)=[O:42]. The catalyst class is: 89. (5) Reactant: Cl[C:2]1[N:7]=[N:6][C:5]([C:8]2[C:17]3[C:12](=[CH:13][CH:14]=[CH:15][CH:16]=3)[CH:11]=[CH:10][CH:9]=2)=[C:4]([C:18]2[CH:23]=[CH:22][N:21]=[CH:20][CH:19]=2)[CH:3]=1.[CH:24]1([NH2:27])[CH2:26][CH2:25]1. Product: [CH:24]1([NH:27][C:2]2[N:7]=[N:6][C:5]([C:8]3[C:17]4[C:12](=[CH:13][CH:14]=[CH:15][CH:16]=4)[CH:11]=[CH:10][CH:9]=3)=[C:4]([C:18]3[CH:23]=[CH:22][N:21]=[CH:20][CH:19]=3)[CH:3]=2)[CH2:26][CH2:25]1. The catalyst class is: 51. (6) Reactant: Cl.[NH2:2][C:3]1[CH:7]=[CH:6][NH:5][C:4]=1[C:8]([O:10][CH2:11][CH3:12])=[O:9].C(N(C(C)C)C(C)C)C.[Cl:22][C:23]1[CH:24]=[CH:25][C:26]([CH:46]=O)=[C:27]([C@H:29]([N:31]([C:39]([O:41][C:42]([CH3:45])([CH3:44])[CH3:43])=[O:40])[C:32]([O:34][C:35]([CH3:38])([CH3:37])[CH3:36])=[O:33])[CH3:30])[CH:28]=1.CC(O)=O.[B-]C#N.[Na+]. Product: [C:42]([O:41][C:39]([N:31]([C:32]([O:34][C:35]([CH3:36])([CH3:38])[CH3:37])=[O:33])[C@@H:29]([C:27]1[CH:28]=[C:23]([Cl:22])[CH:24]=[CH:25][C:26]=1[CH2:46][NH:2][C:3]1[CH:7]=[CH:6][NH:5][C:4]=1[C:8]([O:10][CH2:11][CH3:12])=[O:9])[CH3:30])=[O:40])([CH3:45])([CH3:43])[CH3:44]. The catalyst class is: 88. (7) Reactant: [F:1][C:2]1([F:17])[C:7](O)([OH:8])[CH2:6][CH2:5][N:4]([C:10]([O:12][C:13]([CH3:16])([CH3:15])[CH3:14])=[O:11])[CH2:3]1.[BH4-].[Na+].Cl.C([O-])(O)=O.[Na+]. Product: [F:17][C:2]1([F:1])[CH:7]([OH:8])[CH2:6][CH2:5][N:4]([C:10]([O:12][C:13]([CH3:15])([CH3:14])[CH3:16])=[O:11])[CH2:3]1. The catalyst class is: 14.